This data is from Forward reaction prediction with 1.9M reactions from USPTO patents (1976-2016). The task is: Predict the product of the given reaction. (1) The product is: [Cl:1][C:2]1[CH:7]=[CH:6][C:5]([C:8]2[C:14]3[C:15](=[O:24])[NH:16][CH:17]=[CH:18][C:13]=3[C:12]3[C:20]([CH3:23])=[N:21][O:22][C:11]=3[CH2:10][N:9]=2)=[CH:4][CH:3]=1. Given the reactants [Cl:1][C:2]1[CH:7]=[CH:6][C:5]([C:8]2[C:14]3[C:15](F)=[N:16][CH:17]=[CH:18][C:13]=3[C:12]3[C:20]([CH3:23])=[N:21][O:22][C:11]=3[CH2:10][N:9]=2)=[CH:4][CH:3]=1.[OH-:24].[Na+].[Cl-].[NH4+], predict the reaction product. (2) Given the reactants [O:1]1[CH:5]=[CH:4][CH:3]=[C:2]1[C:6]1[N:14]=[C:13]([N+]([O-])=O)[N:12]=[C:11]2[C:7]=1[N:8]=[CH:9][N:10]2[CH2:18][C:19]1[CH:24]=[CH:23][C:22]([O:25][CH3:26])=[CH:21][CH:20]=1.N1C=C2C(N=CN2)=NC=1.[OH-:36].C([N+](CCCC)(CCCC)CCCC)CCC.[NH4+].[Cl-], predict the reaction product. The product is: [O:1]1[CH:5]=[CH:4][CH:3]=[C:2]1[C:6]1[N:14]=[C:13]([OH:36])[N:12]=[C:11]2[C:7]=1[N:8]=[CH:9][N:10]2[CH2:18][C:19]1[CH:24]=[CH:23][C:22]([O:25][CH3:26])=[CH:21][CH:20]=1. (3) Given the reactants [O-:1]Cl=O.[Na+].[F:5][C:6]([F:51])([F:50])[C:7]1[CH:8]=[C:9]([CH:43]=[C:44]([C:46]([F:49])([F:48])[F:47])[CH:45]=1)[CH2:10][N:11]([CH2:18][C:19]1[C:20]([N:29]2[CH2:33][CH2:32][CH2:31][C@@H:30]2[C@H:34]2[CH2:39][CH2:38][C@H:37]([CH2:40][CH:41]=[O:42])[CH2:36][CH2:35]2)=[N:21][CH:22]=[C:23]([C:25]([F:28])([F:27])[F:26])[CH:24]=1)[C:12]1[N:13]=[N:14][N:15]([CH3:17])[N:16]=1.CC(=CC)C, predict the reaction product. The product is: [F:49][C:46]([F:47])([F:48])[C:44]1[CH:43]=[C:9]([CH:8]=[C:7]([C:6]([F:5])([F:50])[F:51])[CH:45]=1)[CH2:10][N:11]([CH2:18][C:19]1[C:20]([N:29]2[CH2:33][CH2:32][CH2:31][C@@H:30]2[C@H:34]2[CH2:35][CH2:36][C@H:37]([CH2:40][C:41]([OH:1])=[O:42])[CH2:38][CH2:39]2)=[N:21][CH:22]=[C:23]([C:25]([F:26])([F:27])[F:28])[CH:24]=1)[C:12]1[N:13]=[N:14][N:15]([CH3:17])[N:16]=1.